From a dataset of NCI-60 drug combinations with 297,098 pairs across 59 cell lines. Regression. Given two drug SMILES strings and cell line genomic features, predict the synergy score measuring deviation from expected non-interaction effect. (1) Drug 1: C1=C(C(=O)NC(=O)N1)F. Drug 2: C1=CC(=CC=C1CC(C(=O)O)N)N(CCCl)CCCl.Cl. Cell line: NCI-H522. Synergy scores: CSS=11.2, Synergy_ZIP=-9.48, Synergy_Bliss=-10.8, Synergy_Loewe=-13.5, Synergy_HSA=-9.09. (2) Drug 1: CC1CCC2CC(C(=CC=CC=CC(CC(C(=O)C(C(C(=CC(C(=O)CC(OC(=O)C3CCCCN3C(=O)C(=O)C1(O2)O)C(C)CC4CCC(C(C4)OC)O)C)C)O)OC)C)C)C)OC. Drug 2: CS(=O)(=O)OCCCCOS(=O)(=O)C. Cell line: SF-268. Synergy scores: CSS=6.17, Synergy_ZIP=-3.49, Synergy_Bliss=-1.79, Synergy_Loewe=-8.22, Synergy_HSA=-2.76. (3) Drug 1: CN1CCC(CC1)COC2=C(C=C3C(=C2)N=CN=C3NC4=C(C=C(C=C4)Br)F)OC. Drug 2: CC12CCC3C(C1CCC2OP(=O)(O)O)CCC4=C3C=CC(=C4)OC(=O)N(CCCl)CCCl.[Na+]. Cell line: SF-268. Synergy scores: CSS=-6.59, Synergy_ZIP=1.13, Synergy_Bliss=-2.96, Synergy_Loewe=-6.38, Synergy_HSA=-6.14. (4) Drug 1: CC1=C(C(CCC1)(C)C)C=CC(=CC=CC(=CC(=O)O)C)C. Drug 2: C1CC(=O)NC(=O)C1N2C(=O)C3=CC=CC=C3C2=O. Cell line: SR. Synergy scores: CSS=-0.991, Synergy_ZIP=0.258, Synergy_Bliss=-0.229, Synergy_Loewe=0.485, Synergy_HSA=-1.37.